From a dataset of Full USPTO retrosynthesis dataset with 1.9M reactions from patents (1976-2016). Predict the reactants needed to synthesize the given product. (1) Given the product [OH:1][CH:2]([CH2:3][CH2:4][CH2:5][CH2:6][CH2:7][C:8]([O:10][CH:11]([CH2:16][CH2:17][CH2:18][CH3:19])[CH2:12][CH2:13][CH2:14][CH3:15])=[O:9])[CH2:20][CH2:21][CH2:22][CH2:23][CH2:24][C:25]([O:27][CH:28]([CH2:33][CH2:34][CH2:35][CH3:36])[CH2:29][CH2:30][CH2:31][CH3:32])=[O:26], predict the reactants needed to synthesize it. The reactants are: [O:1]=[C:2]([CH2:20][CH2:21][CH2:22][CH2:23][CH2:24][C:25]([O:27][CH:28]([CH2:33][CH2:34][CH2:35][CH3:36])[CH2:29][CH2:30][CH2:31][CH3:32])=[O:26])[CH2:3][CH2:4][CH2:5][CH2:6][CH2:7][C:8]([O:10][CH:11]([CH2:16][CH2:17][CH2:18][CH3:19])[CH2:12][CH2:13][CH2:14][CH3:15])=[O:9].[BH4-].[Na+]. (2) The reactants are: [F:1][C:2]([F:29])([F:28])[C:3]1[CH:8]=[C:7]([O:9][CH2:10][C:11]2[S:12][C:13]3[CH:19]=[C:18]([CH2:20][OH:21])[CH2:17][CH2:16][C:14]=3[CH:15]=2)[CH:6]=[CH:5][C:4]=1[C:22]1[CH:27]=[CH:26][CH:25]=[CH:24][CH:23]=1.C1C=C[NH+]=CC=1.C1C=C[NH+]=CC=1.[O-][Cr](O[Cr]([O-])(=O)=O)(=O)=O. Given the product [F:28][C:2]([F:1])([F:29])[C:3]1[CH:8]=[C:7]([O:9][CH2:10][C:11]2[S:12][C:13]3[CH:19]=[C:18]([CH:20]=[O:21])[CH2:17][CH2:16][C:14]=3[CH:15]=2)[CH:6]=[CH:5][C:4]=1[C:22]1[CH:27]=[CH:26][CH:25]=[CH:24][CH:23]=1, predict the reactants needed to synthesize it. (3) The reactants are: [OH-].[Na+].[NH2:3][C:4]1[CH:9]=[CH:8][C:7]([OH:10])=[CH:6][CH:5]=1.Cl[C:12]1[CH:17]=[CH:16][C:15]([N+:18]([O-:20])=[O:19])=[CH:14][N:13]=1. Given the product [N+:18]([C:15]1[CH:16]=[CH:17][C:12]([O:10][C:7]2[CH:8]=[CH:9][C:4]([NH2:3])=[CH:5][CH:6]=2)=[N:13][CH:14]=1)([O-:20])=[O:19], predict the reactants needed to synthesize it. (4) Given the product [C:1]([O:4][CH2:5][C@H:6]1[CH2:11][C@@H:10]([O:12][Si:13]([C:26]([CH3:29])([CH3:28])[CH3:27])([C:20]2[CH:25]=[CH:24][CH:23]=[CH:22][CH:21]=2)[C:14]2[CH:19]=[CH:18][CH:17]=[CH:16][CH:15]=2)[CH2:9][CH2:8][C@@:7]1([C@H:31]1[CH2:39][CH2:38][C@@:37]2([CH3:40])[C@@H:33]([CH2:34][CH2:35][C@@:36]2([OH:42])[CH3:41])[C@@H:32]1[CH2:43][N:50]=[N+:51]=[N-:52])[CH3:30])(=[O:3])[CH3:2], predict the reactants needed to synthesize it. The reactants are: [C:1]([O:4][CH2:5][C@H:6]1[CH2:11][C@@H:10]([O:12][Si:13]([C:26]([CH3:29])([CH3:28])[CH3:27])([C:20]2[CH:25]=[CH:24][CH:23]=[CH:22][CH:21]=2)[C:14]2[CH:19]=[CH:18][CH:17]=[CH:16][CH:15]=2)[CH2:9][CH2:8][C@@:7]1([C@H:31]1[CH2:39][CH2:38][C@@:37]2([CH3:40])[C@@H:33]([CH2:34][CH2:35][C@@:36]2([OH:42])[CH3:41])[C@@H:32]1[CH2:43]O)[CH3:30])(=[O:3])[CH3:2].CS(Cl)(=O)=O.[N-:50]=[N+:51]=[N-:52].[Na+]. (5) Given the product [O:13]([C:4]1[C:3]2[C:8](=[CH:9][CH:10]=[C:11]([C:30]3[CH:29]=[CH:28][NH:27][N:26]=3)[CH:2]=2)[NH:7][C:6](=[O:12])[CH:5]=1)[C:14]1[CH:19]=[CH:18][CH:17]=[CH:16][CH:15]=1, predict the reactants needed to synthesize it. The reactants are: Br[C:2]1[CH:11]=[CH:10][CH:9]=[C:8]2[C:3]=1[C:4]([O:13][C:14]1[CH:19]=[CH:18][CH:17]=[CH:16][CH:15]=1)=[CH:5][C:6](=[O:12])[NH:7]2.C(=O)([O-])[O-].[Na+].[Na+].[NH:26]1[CH:30]=[CH:29][C:28](B(O)O)=[N:27]1. (6) Given the product [CH3:1][C:2]1[C:3]([CH2:16][CH2:17][C:18]([NH2:24])=[O:19])=[C:4]([CH3:15])[C:5]2[C:13]3[C:8](=[CH:9][CH:10]=[CH:11][CH:12]=3)[NH:7][C:6]=2[N:14]=1, predict the reactants needed to synthesize it. The reactants are: [CH3:1][C:2]1[C:3]([CH2:16][CH2:17][C:18](O)=[O:19])=[C:4]([CH3:15])[C:5]2[C:13]3[C:8](=[CH:9][CH:10]=[CH:11][CH:12]=3)[NH:7][C:6]=2[N:14]=1.Cl.C([N:24]=C=NCCCN(C)C)C.ON1C2C=CC=CC=2N=N1.[Cl-].[NH4+].C(N(C(C)C)CC)(C)C.C(=O)(O)[O-].[Na+].